From a dataset of Forward reaction prediction with 1.9M reactions from USPTO patents (1976-2016). Predict the product of the given reaction. Given the reactants FC(F)(F)C(O)=O.[Cl:8][C:9]1[C:10]([NH:31][C@@H:32]2[C@@H:37]3[CH2:38][C@@H:34]([CH:35]=[CH:36]3)[C@@H:33]2[C:39]([NH2:41])=[O:40])=[C:11]2[N:17]=[C:16]([C:18]3[CH:23]=[CH:22][C:21](CN4CCOCC4)=[CH:20][CH:19]=3)[NH:15][C:12]2=[N:13][CH:14]=1.NC1C(N)=C(N[C@H]2[C@H]3C[C@H](C=C3)[C@H]2C(N)=O)C(Cl)=CN=1.[CH3:62][N:63]1[CH2:68][CH2:67][N:66](C2C=CC(C=O)=CC=2)[CH2:65][CH2:64]1, predict the reaction product. The product is: [Cl:8][C:9]1[C:10]([NH:31][C@H:32]2[C@H:37]3[CH2:38][C@H:34]([CH:35]=[CH:36]3)[C@H:33]2[C:39]([NH2:41])=[O:40])=[C:11]2[N:17]=[C:16]([C:18]3[CH:19]=[CH:20][C:21]([N:66]4[CH2:67][CH2:68][N:63]([CH3:62])[CH2:64][CH2:65]4)=[CH:22][CH:23]=3)[NH:15][C:12]2=[N:13][CH:14]=1.